The task is: Predict the product of the given reaction.. This data is from Forward reaction prediction with 1.9M reactions from USPTO patents (1976-2016). (1) Given the reactants [Cl:1][C:2]1[CH:7]=[C:6]([Cl:8])[CH:5]=[CH:4][C:3]=1[CH2:9][N+:10]#[C-:11].[O:12]=[CH:13][CH2:14][CH2:15][C:16](O)=O.[CH:19]1([NH2:22])[CH2:21][CH2:20]1.C[OH:24], predict the reaction product. The product is: [CH:19]1([N:22]2[C:13](=[O:12])[CH2:14][CH2:15][C@H:16]2[C:11]([NH:10][CH2:9][C:3]2[CH:4]=[CH:5][C:6]([Cl:8])=[CH:7][C:2]=2[Cl:1])=[O:24])[CH2:21][CH2:20]1. (2) Given the reactants Br[C:2]1[CH:7]=[CH:6][CH:5]=[CH:4][CH:3]=1.[O-]P([O-])([O-])=O.[K+].[K+].[K+].[C:16]1(B(O)O)[CH:21]=[CH:20][CH:19]=[CH:18][CH:17]=1.O, predict the reaction product. The product is: [C:2]1([C:16]2[CH:21]=[CH:20][CH:19]=[CH:18][CH:17]=2)[CH:7]=[CH:6][CH:5]=[CH:4][CH:3]=1.